This data is from Catalyst prediction with 721,799 reactions and 888 catalyst types from USPTO. The task is: Predict which catalyst facilitates the given reaction. (1) Reactant: [Cl:1][C:2]1[N:7]=[N:6][C:5]([NH:8][NH2:9])=[C:4]([CH3:10])[CH:3]=1.[N:11]#[C:12][Br:13]. Product: [BrH:13].[Cl:1][C:2]1[CH:3]=[C:4]([CH3:10])[C:5]2[N:6]([C:12]([NH2:11])=[N:9][N:8]=2)[N:7]=1. The catalyst class is: 88. (2) Reactant: [C:1]([C:5]1[CH:10]=[C:9]([CH3:11])[CH:8]=[C:7]([C:12]([CH3:15])([CH3:14])[CH3:13])[C:6]=1[O:16][C:17]([CH:19]1[CH2:21][CH2:20]1)=[O:18])([CH3:4])([CH3:3])[CH3:2].[Li][C:23](C)(C)[CH3:24].C(I)C. Product: [C:12]([C:7]1[CH:8]=[C:9]([CH3:11])[CH:10]=[C:5]([C:1]([CH3:2])([CH3:3])[CH3:4])[C:6]=1[O:16][C:17]([C:19]1([CH2:23][CH3:24])[CH2:21][CH2:20]1)=[O:18])([CH3:13])([CH3:14])[CH3:15]. The catalyst class is: 1. (3) Product: [Cl:27][C:28]1[N:29]=[CH:30][C:31]([C:14]2[CH:15]=[C:16]3[C:11](=[CH:12][CH:13]=2)[NH:10][C:9]([C:3]2[C:4]([F:8])=[CH:5][CH:6]=[CH:7][C:2]=2[Cl:1])=[CH:17]3)=[C:32]([CH2:34][CH3:35])[CH:33]=1. Reactant: [Cl:1][C:2]1[CH:7]=[CH:6][CH:5]=[C:4]([F:8])[C:3]=1[C:9]1[NH:10][C:11]2[C:16]([CH:17]=1)=[CH:15][C:14](B1OC(C)(C)C(C)(C)O1)=[CH:13][CH:12]=2.[Cl:27][C:28]1[CH:33]=[C:32]([CH2:34][CH3:35])[C:31](I)=[CH:30][N:29]=1.C(=O)([O-])[O-].[K+].[K+].O. The catalyst class is: 77. (4) Reactant: CO[C:3]([C:5]1[N:6]=[C:7]([C:23]#[N:24])[C:8]2[C:13]([C:14]=1[OH:15])=[CH:12][CH:11]=[C:10]([O:16][C:17]1[CH:22]=[CH:21][CH:20]=[CH:19][CH:18]=1)[CH:9]=2)=[O:4].[NH2:25][CH2:26][CH2:27][C@H:28]([OH:32])[C:29]([OH:31])=[O:30].C[O-].[Na+].CO.Cl. Product: [C:23]([C:7]1[C:8]2[C:13](=[CH:12][CH:11]=[C:10]([O:16][C:17]3[CH:22]=[CH:21][CH:20]=[CH:19][CH:18]=3)[CH:9]=2)[C:14]([OH:15])=[C:5]([C:3]([NH:25][CH2:26][CH2:27][C@H:28]([OH:32])[C:29]([OH:31])=[O:30])=[O:4])[N:6]=1)#[N:24]. The catalyst class is: 6. (5) Reactant: C(N1C[C@@H](C2C=CC(Cl)=CC=2)[C@H](CO)C1)C1C=CC=CC=1.C[Si]([N-][Si](C)(C)C)(C)C.[Li+].COC1C=C(OC)C=CC=1C[N:37](C1SN=CN=1)[S:38]([C:41]1[CH:46]=[C:45](F)[C:44](F)=[CH:43][C:42]=1F)(=[O:40])=[O:39].[Cl-].[NH4+]. The catalyst class is: 54. Product: [C:41]1([S:38]([NH2:37])(=[O:40])=[O:39])[CH:46]=[CH:45][CH:44]=[CH:43][CH:42]=1. (6) Reactant: N#N.[NH:3]1[C:7]2[CH:8]=[CH:9][CH:10]=[CH:11][C:6]=2[N:5]=[C:4]1[C@H:12]([NH2:24])[CH2:13][C:14]1[CH:19]=[CH:18][C:17]([C:20]([F:23])([F:22])[F:21])=[CH:16][CH:15]=1.[C:25](N1C=CN=C1)(N1C=CN=C1)=[O:26].O. Product: [F:21][C:20]([F:23])([F:22])[C:17]1[CH:18]=[CH:19][C:14]([CH2:13][C@@H:12]2[C:4]3=[N:5][C:6]4[CH:11]=[CH:10][CH:9]=[CH:8][C:7]=4[N:3]3[C:25](=[O:26])[NH:24]2)=[CH:15][CH:16]=1. The catalyst class is: 1.